From a dataset of Forward reaction prediction with 1.9M reactions from USPTO patents (1976-2016). Predict the product of the given reaction. (1) Given the reactants [C:1](=[O:42])([O:7][C:8]1[CH:9]=[CH:10][C:11]([C@@H:19]([O:34][Si:35]([C:38]([CH3:41])([CH3:40])[CH3:39])([CH3:37])[CH3:36])[CH2:20][NH:21][C:22]([CH3:33])([CH3:32])[CH2:23][C:24]2[CH:29]=[CH:28][CH:27]=[C:26]([CH2:30][OH:31])[CH:25]=2)=[C:12]2[C:17]=1[NH:16][C:15](=[O:18])[CH:14]=[CH:13]2)[O:2][C:3]([CH3:6])([CH3:5])[CH3:4], predict the reaction product. The product is: [C:1](=[O:42])([O:7][C:8]1[CH:9]=[CH:10][C:11]([C@@H:19]([O:34][Si:35]([C:38]([CH3:41])([CH3:40])[CH3:39])([CH3:37])[CH3:36])[CH2:20][NH:21][C:22]([CH3:32])([CH3:33])[CH2:23][C:24]2[CH:29]=[CH:28][CH:27]=[C:26]([CH:30]=[O:31])[CH:25]=2)=[C:12]2[C:17]=1[NH:16][C:15](=[O:18])[CH:14]=[CH:13]2)[O:2][C:3]([CH3:5])([CH3:4])[CH3:6]. (2) The product is: [CH3:1][S:2]([C:5]1[CH:6]=[C:7]([C:11]2[CH:16]=[CH:15][C:14]([N:17]3[CH:21]=[C:20]([C:22]4[O:23][C:43](=[O:44])[NH:25][N:24]=4)[N:19]=[C:18]3[C:26]3[CH:31]=[CH:30][CH:29]=[CH:28][C:27]=3[C:32]([F:35])([F:33])[F:34])=[CH:13][CH:12]=2)[CH:8]=[CH:9][CH:10]=1)(=[O:3])=[O:4]. Given the reactants [CH3:1][S:2]([C:5]1[CH:6]=[C:7]([C:11]2[CH:16]=[CH:15][C:14]([N:17]3[CH:21]=[C:20]([C:22]([NH:24][NH2:25])=[O:23])[N:19]=[C:18]3[C:26]3[CH:31]=[CH:30][CH:29]=[CH:28][C:27]=3[C:32]([F:35])([F:34])[F:33])=[CH:13][CH:12]=2)[CH:8]=[CH:9][CH:10]=1)(=[O:4])=[O:3].C(N(CC)CC)C.[C:43](N1C=CN=C1)(N1C=CN=C1)=[O:44], predict the reaction product.